Dataset: Reaction yield outcomes from USPTO patents with 853,638 reactions. Task: Predict the reaction yield, written as a fraction of the theoretical maximum amount of product (1.0 means a 100% yield; for example, 0.34 means a 34% yield). (1) The reactants are [OH:1][CH:2]([C:5]1[CH:10]=[CH:9][N:8]2[C:11]([C:14]3[CH:23]=[CH:22][C:21]4[C:16](=[C:17]([N:24]5[CH2:29][CH2:28][CH:27]([CH2:30][NH:31]C(=O)OC(C)(C)C)[CH2:26][CH2:25]5)[CH:18]=[CH:19][CH:20]=4)[N:15]=3)=[N:12][N:13]=[C:7]2[CH:6]=1)[CH2:3][OH:4].C(O)(C(F)(F)F)=O. The catalyst is C(Cl)Cl. The product is [NH2:31][CH2:30][CH:27]1[CH2:26][CH2:25][N:24]([C:17]2[CH:18]=[CH:19][CH:20]=[C:21]3[C:16]=2[N:15]=[C:14]([C:11]2[N:8]4[CH:9]=[CH:10][C:5]([CH:2]([OH:1])[CH2:3][OH:4])=[CH:6][C:7]4=[N:13][N:12]=2)[CH:23]=[CH:22]3)[CH2:29][CH2:28]1. The yield is 1.00. (2) The reactants are [CH3:1][O:2][C:3]1[N:8]=[CH:7][C:6]([NH:9][C:10]2[C:15]([C:16]3[N:21]=[C:20]([CH3:22])[N:19]=[C:18](SC)[N:17]=3)=[CH:14][N:13]=[C:12]([N:25]3[CH2:30][CH2:29][O:28][CH2:27][CH2:26]3)[N:11]=2)=[CH:5][CH:4]=1.[NH3:31]. The catalyst is O1CCOCC1. The product is [CH3:1][O:2][C:3]1[N:8]=[CH:7][C:6]([NH:9][C:10]2[C:15]([C:16]3[N:21]=[C:20]([CH3:22])[N:19]=[C:18]([NH2:31])[N:17]=3)=[CH:14][N:13]=[C:12]([N:25]3[CH2:30][CH2:29][O:28][CH2:27][CH2:26]3)[N:11]=2)=[CH:5][CH:4]=1. The yield is 0.698. (3) The reactants are [Br:1][C:2]1[CH:3]=[C:4]([C:9]2[CH:14]=[C:13]([Cl:15])[N:12]=[CH:11][C:10]=2[NH2:16])[C:5](F)=[N:6][CH:7]=1.C[Si]([N-][Si](C)(C)C)(C)C.[Na+]. The catalyst is C1COCC1. The product is [Br:1][C:2]1[CH:7]=[N:6][C:5]2[NH:16][C:10]3[CH:11]=[N:12][C:13]([Cl:15])=[CH:14][C:9]=3[C:4]=2[CH:3]=1. The yield is 0.490.